This data is from Reaction yield outcomes from USPTO patents with 853,638 reactions. The task is: Predict the reaction yield, written as a fraction of the theoretical maximum amount of product (1.0 means a 100% yield; for example, 0.34 means a 34% yield). (1) The reactants are [Cl:1][C:2]1[N:7]=[CH:6][C:5]([O:8][CH3:9])=[C:4]([Cl:10])[N:3]=1.[CH:11]([Mg]Br)=[CH2:12].ClC1C(=O)C(C#N)=C(C#N)C(=O)C=1Cl. The catalyst is O1CCCC1. The product is [Cl:1][C:2]1[N:7]=[C:6]([CH:11]=[CH2:12])[C:5]([O:8][CH3:9])=[C:4]([Cl:10])[N:3]=1. The yield is 0.600. (2) The reactants are [CH3:1][C:2]1[O:6][N:5]=[C:4]([C:7]2[CH:12]=[CH:11][CH:10]=[CH:9][CH:8]=2)[C:3]=1[CH2:13][O:14][C:15]1[CH:23]=[CH:22][C:18]([C:19]([OH:21])=O)=[CH:17][N:16]=1.[CH3:24][CH:25]1[CH2:29][CH2:28][CH2:27][NH:26]1. No catalyst specified. The product is [CH3:1][C:2]1[O:6][N:5]=[C:4]([C:7]2[CH:8]=[CH:9][CH:10]=[CH:11][CH:12]=2)[C:3]=1[CH2:13][O:14][C:15]1[N:16]=[CH:17][C:18]([C:19]([N:26]2[CH2:27][CH2:28][CH2:29][CH:25]2[CH3:24])=[O:21])=[CH:22][CH:23]=1. The yield is 0.990. (3) The reactants are C(Cl)CCl.C1C=C[C:8]2N(O)N=[N:11][C:9]=2C=1.[O:15]=[C:16]1[N:21]([C:22]2[CH:27]=[CH:26][CH:25]=[CH:24][CH:23]=2)[C:20]2[S:28][C:29]([C:37](O)=[O:38])=[C:30]([C:31]3[CH:36]=[CH:35][CH:34]=[CH:33][CH:32]=3)[C:19]=2[CH:18]=[CH:17]1.Cl.C(N)C.CN1CCOCC1. The catalyst is C(Cl)Cl.O. The product is [CH2:9]([NH:11][C:37]([C:29]1[S:28][C:20]2[N:21]([C:22]3[CH:23]=[CH:24][CH:25]=[CH:26][CH:27]=3)[C:16](=[O:15])[CH:17]=[CH:18][C:19]=2[C:30]=1[C:31]1[CH:32]=[CH:33][CH:34]=[CH:35][CH:36]=1)=[O:38])[CH3:8]. The yield is 0.880.